Dataset: NCI-60 drug combinations with 297,098 pairs across 59 cell lines. Task: Regression. Given two drug SMILES strings and cell line genomic features, predict the synergy score measuring deviation from expected non-interaction effect. (1) Drug 1: CC(C1=C(C=CC(=C1Cl)F)Cl)OC2=C(N=CC(=C2)C3=CN(N=C3)C4CCNCC4)N. Drug 2: CC1=C(C=C(C=C1)C(=O)NC2=CC(=CC(=C2)C(F)(F)F)N3C=C(N=C3)C)NC4=NC=CC(=N4)C5=CN=CC=C5. Cell line: SW-620. Synergy scores: CSS=10.3, Synergy_ZIP=-1.13, Synergy_Bliss=1.05, Synergy_Loewe=-8.45, Synergy_HSA=-3.06. (2) Drug 1: C1CN(CCN1C(=O)CCBr)C(=O)CCBr. Drug 2: CN(C(=O)NC(C=O)C(C(C(CO)O)O)O)N=O. Cell line: NCI-H522. Synergy scores: CSS=8.29, Synergy_ZIP=-6.56, Synergy_Bliss=-2.48, Synergy_Loewe=-2.01, Synergy_HSA=-1.99. (3) Drug 1: CCCS(=O)(=O)NC1=C(C(=C(C=C1)F)C(=O)C2=CNC3=C2C=C(C=N3)C4=CC=C(C=C4)Cl)F. Drug 2: C(CN)CNCCSP(=O)(O)O. Cell line: TK-10. Synergy scores: CSS=1.39, Synergy_ZIP=-0.509, Synergy_Bliss=-1.11, Synergy_Loewe=-9.50, Synergy_HSA=-3.04. (4) Drug 1: C1CN1P(=S)(N2CC2)N3CC3. Drug 2: C1C(C(OC1N2C=NC3=C2NC=NCC3O)CO)O. Cell line: OVCAR-8. Synergy scores: CSS=19.1, Synergy_ZIP=0.572, Synergy_Bliss=3.00, Synergy_Loewe=1.29, Synergy_HSA=2.24.